This data is from Forward reaction prediction with 1.9M reactions from USPTO patents (1976-2016). The task is: Predict the product of the given reaction. (1) The product is: [CH:22]([C:2]1[C:11]2[C:6](=[C:7]([F:14])[CH:8]=[C:9]([O:12][CH3:13])[CH:10]=2)[N:5]=[CH:4][C:3]=1[F:15])=[CH2:23]. Given the reactants Br[C:2]1[C:11]2[C:6](=[C:7]([F:14])[CH:8]=[C:9]([O:12][CH3:13])[CH:10]=2)[N:5]=[CH:4][C:3]=1[F:15].C(=O)([O-])[O-].[K+].[K+].[CH:22](B)=[CH2:23], predict the reaction product. (2) The product is: [Br-:28].[CH2:21]([N+:1]1[CH:2]=[CH:3][C:4]([O:7][CH:8]2[CH2:13][CH2:12][N:11]([C:14]([O:16][C:17]([CH3:20])([CH3:19])[CH3:18])=[O:15])[CH2:10][CH2:9]2)=[CH:5][CH:6]=1)[C:22]1[CH:27]=[CH:26][CH:25]=[CH:24][CH:23]=1. Given the reactants [N:1]1[CH:6]=[CH:5][C:4]([O:7][CH:8]2[CH2:13][CH2:12][N:11]([C:14]([O:16][C:17]([CH3:20])([CH3:19])[CH3:18])=[O:15])[CH2:10][CH2:9]2)=[CH:3][CH:2]=1.[CH2:21]([Br:28])[C:22]1[CH:27]=[CH:26][CH:25]=[CH:24][CH:23]=1, predict the reaction product. (3) Given the reactants [OH:1][C:2]1[CH:3]=[C:4]2[C:9](=[CH:10][CH:11]=1)[N:8]=[CH:7][CH:6]=[C:5]2[S:12][C:13]1([C:17]([O:19][CH2:20][CH3:21])=[O:18])[CH2:16][CH2:15][CH2:14]1.Br[CH2:23][CH2:24][OH:25].C(=O)([O-])[O-].[K+].[K+].CN(C)C=O, predict the reaction product. The product is: [OH:25][CH2:24][CH2:23][O:1][C:2]1[CH:3]=[C:4]2[C:9](=[CH:10][CH:11]=1)[N:8]=[CH:7][CH:6]=[C:5]2[S:12][C:13]1([C:17]([O:19][CH2:20][CH3:21])=[O:18])[CH2:14][CH2:15][CH2:16]1. (4) The product is: [Cl:1][C:2]1[CH:10]=[CH:9][CH:8]=[C:7]2[C:3]=1[C:4]([C:16]([NH:43][CH2:44][C:45]1([OH:54])[CH2:50][CH:49]([CH3:51])[CH2:48][C:47]([F:53])([F:52])[CH2:46]1)=[O:18])=[CH:5][N:6]2[CH2:11][C:12]([F:13])([F:14])[F:15]. Given the reactants [Cl:1][C:2]1[CH:10]=[CH:9][CH:8]=[C:7]2[C:3]=1[C:4]([C:16]([OH:18])=O)=[CH:5][N:6]2[CH2:11][C:12]([F:15])([F:14])[F:13].CN(C(ON1N=NC2C=CC=NC1=2)=[N+](C)C)C.F[P-](F)(F)(F)(F)F.[NH2:43][CH2:44][C:45]1([OH:54])[CH2:50][CH:49]([CH3:51])[CH2:48][C:47]([F:53])([F:52])[CH2:46]1.CCN(C(C)C)C(C)C, predict the reaction product. (5) Given the reactants CO.C([O:10][C:11]1[CH:38]=[C:37]([N:39]([CH2:41][CH2:42][N:43]([CH3:45])[CH3:44])[CH3:40])[CH:36]=[CH:35][C:12]=1[C:13]([NH:15][C:16]1[CH:28]=[C:27]([C:29]2[CH:34]=[CH:33][CH:32]=[CH:31][CH:30]=2)[CH:26]=[CH:25][C:17]=1[C:18]([O:20][C:21]([CH3:24])([CH3:23])[CH3:22])=[O:19])=[O:14])C1C=CC=CC=1, predict the reaction product. The product is: [CH3:45][N:43]([CH3:44])[CH2:42][CH2:41][N:39]([CH3:40])[C:37]1[CH:36]=[CH:35][C:12]([C:13]([NH:15][C:16]2[CH:28]=[C:27]([C:29]3[CH:34]=[CH:33][CH:32]=[CH:31][CH:30]=3)[CH:26]=[CH:25][C:17]=2[C:18]([O:20][C:21]([CH3:24])([CH3:23])[CH3:22])=[O:19])=[O:14])=[C:11]([OH:10])[CH:38]=1.